Task: Predict the product of the given reaction.. Dataset: Forward reaction prediction with 1.9M reactions from USPTO patents (1976-2016) Given the reactants [NH:1]1[CH:5]=[C:4]([C:6]2[CH:22]=[CH:21][C:9]3[C:10]4[N:11]=[C:12]([C:18]([OH:20])=O)[S:13][C:14]=4[CH2:15][CH2:16][O:17][C:8]=3[CH:7]=2)[CH:3]=[N:2]1.[NH:23]1[CH2:28][CH2:27][NH:26][CH2:25][CH2:24]1, predict the reaction product. The product is: [N:23]1([C:18]([C:12]2[S:13][C:14]3[CH2:15][CH2:16][O:17][C:8]4[CH:7]=[C:6]([C:4]5[CH:5]=[N:1][NH:2][CH:3]=5)[CH:22]=[CH:21][C:9]=4[C:10]=3[N:11]=2)=[O:20])[CH2:28][CH2:27][NH:26][CH2:25][CH2:24]1.